This data is from Peptide-MHC class II binding affinity with 134,281 pairs from IEDB. The task is: Regression. Given a peptide amino acid sequence and an MHC pseudo amino acid sequence, predict their binding affinity value. This is MHC class II binding data. (1) The peptide sequence is YKSSVITLNTNAELF. The MHC is DRB3_0202 with pseudo-sequence DRB3_0202. The binding affinity (normalized) is 0.736. (2) The peptide sequence is YPSGTSGSPIVNRNG. The MHC is HLA-DQA10201-DQB10301 with pseudo-sequence HLA-DQA10201-DQB10301. The binding affinity (normalized) is 0.750.